This data is from Reaction yield outcomes from USPTO patents with 853,638 reactions. The task is: Predict the reaction yield, written as a fraction of the theoretical maximum amount of product (1.0 means a 100% yield; for example, 0.34 means a 34% yield). (1) The reactants are Br[C:2]1[CH:7]=[CH:6][C:5]([C@@H:8]([N:10]2[CH2:15][CH2:14][C@:13]([CH2:22][C:23]([CH3:27])([CH3:26])[C:24]#[N:25])([C:16]3[CH:21]=[CH:20][CH:19]=[CH:18][CH:17]=3)[O:12][C:11]2=[O:28])[CH3:9])=[CH:4][CH:3]=1.[CH3:29][C:30]1([CH3:46])[C:34]([CH3:36])([CH3:35])[O:33][B:32]([B:32]2[O:33][C:34]([CH3:36])([CH3:35])[C:30]([CH3:46])([CH3:29])[O:31]2)[O:31]1.CC([O-])=O.[K+]. The catalyst is CS(C)=O. The product is [CH3:26][C:23]([CH3:27])([CH2:22][C@@:13]1([C:16]2[CH:21]=[CH:20][CH:19]=[CH:18][CH:17]=2)[O:12][C:11](=[O:28])[N:10]([C@H:8]([C:5]2[CH:6]=[CH:7][C:2]([B:32]3[O:33][C:34]([CH3:36])([CH3:35])[C:30]([CH3:46])([CH3:29])[O:31]3)=[CH:3][CH:4]=2)[CH3:9])[CH2:15][CH2:14]1)[C:24]#[N:25]. The yield is 0.760. (2) The reactants are [C:1]([C:5]1[CH2:9][C:8](=[O:10])[N:7]([CH2:11][C:12]2[CH:21]=[CH:20][C:15]([C:16]([O:18][CH3:19])=[O:17])=[CH:14][CH:13]=2)[N:6]=1)([CH3:4])([CH3:3])[CH3:2].[CH3:22][C:23]1[N:28]=[C:27]([CH2:29]O)[CH:26]=[CH:25][CH:24]=1.C(P(CCCC)CCCC)CCC.N(C(N1CCCCC1)=O)=NC(N1CCCCC1)=O. The catalyst is O1CCCC1. The product is [C:1]([C:5]1[CH:9]=[C:8]([O:10][CH2:29][C:27]2[CH:26]=[CH:25][CH:24]=[C:23]([CH3:22])[N:28]=2)[N:7]([CH2:11][C:12]2[CH:13]=[CH:14][C:15]([C:16]([O:18][CH3:19])=[O:17])=[CH:20][CH:21]=2)[N:6]=1)([CH3:4])([CH3:2])[CH3:3]. The yield is 0.930. (3) The reactants are I[C:2]1[N:7]=[CH:6][C:5]([C:8]([NH:11][C:12](=[O:14])[CH3:13])([CH3:10])[CH3:9])=[CH:4][CH:3]=1.[Br:15][C:16]1[CH:21]=[CH:20][C:19](B(O)O)=[CH:18][CH:17]=1.C([O-])([O-])=O.[Na+].[Na+]. The catalyst is O1CCOCC1.C1C=CC([P]([Pd]([P](C2C=CC=CC=2)(C2C=CC=CC=2)C2C=CC=CC=2)([P](C2C=CC=CC=2)(C2C=CC=CC=2)C2C=CC=CC=2)[P](C2C=CC=CC=2)(C2C=CC=CC=2)C2C=CC=CC=2)(C2C=CC=CC=2)C2C=CC=CC=2)=CC=1. The product is [Br:15][C:16]1[CH:21]=[CH:20][C:19]([C:2]2[N:7]=[CH:6][C:5]([C:8]([NH:11][C:12](=[O:14])[CH3:13])([CH3:10])[CH3:9])=[CH:4][CH:3]=2)=[CH:18][CH:17]=1. The yield is 0.750. (4) The reactants are C1(C)C=CC(S([O:10][CH2:11][CH2:12][CH2:13][CH:14]=[C:15]([CH3:32])[CH2:16][CH2:17][CH:18]=[C:19]([CH3:31])[CH2:20][CH2:21][CH:22]=[C:23]([CH3:30])[CH2:24][CH2:25][CH:26]=[C:27]([CH3:29])[CH3:28])(=O)=O)=CC=1.[CH2:34](O)[C@@H:35]([C@@H:37]([CH2:39][OH:40])[OH:38])[OH:36].OCC(CO)O. No catalyst specified. The product is [CH3:32][C:15]([CH2:16][CH2:17][CH:18]=[C:19]([CH3:31])[CH2:20][CH2:21][CH:22]=[C:23]([CH3:30])[CH2:24][CH2:25][CH:26]=[C:27]([CH3:28])[CH3:29])=[CH:14][CH2:13][CH2:12][CH2:11][O:10][CH2:34][C@@H:35]([C@@H:37]([CH2:39][OH:40])[OH:38])[OH:36]. The yield is 0.0420. (5) The reactants are [H-].[Na+].[CH2:3]([OH:10])[C:4]1[CH:9]=[CH:8][CH:7]=[CH:6][CH:5]=1.[Br:11][C:12]1[CH:17]=[C:16](F)[CH:15]=[C:14]([F:19])[CH:13]=1.O. The catalyst is C1COCC1. The product is [Br:11][C:12]1[CH:17]=[C:16]([O:10][CH2:3][C:4]2[CH:9]=[CH:8][CH:7]=[CH:6][CH:5]=2)[CH:15]=[C:14]([F:19])[CH:13]=1. The yield is 0.980. (6) The reactants are ClCCl.ClCCl.[CH2:7]([O:9][CH2:10][CH3:11])[CH3:8].COC1C=CC(OC)O1.[C:21]([O:27][CH2:28][CH3:29])(=[O:26])[CH2:22][C:23]([CH3:25])=[O:24]. The catalyst is C(OCC)C. The product is [O:9]1[CH:10]=[CH:11][CH:8]=[C:7]1[CH:22]([C:23]([CH3:25])=[O:24])[C:21]([O:27][CH2:28][CH3:29])=[O:26]. The yield is 0.140.